From a dataset of Full USPTO retrosynthesis dataset with 1.9M reactions from patents (1976-2016). Predict the reactants needed to synthesize the given product. (1) Given the product [Cl:7][C:8]1[N:9]=[CH:10][C:11]2[C:16]([CH:17]=1)=[CH:15][C:14]([C:18]#[CH:19])=[CH:13][CH:12]=2, predict the reactants needed to synthesize it. The reactants are: C(=O)([O-])[O-].[K+].[K+].[Cl:7][C:8]1[N:9]=[CH:10][C:11]2[C:16]([CH:17]=1)=[CH:15][C:14]([C:18]#[C:19][Si](C)(C)C)=[CH:13][CH:12]=2.C(OCC)(=O)C. (2) Given the product [CH3:29][N:27]1[CH:28]=[C:24]([C:21]2[N:20]=[C:19]3[N:15]([CH2:14][C@H:10]4[CH2:11][CH2:12][CH2:13][N:8]([C:5]5[N:4]=[CH:3][C:2]([C:38]6[CH:53]=[CH:52][C:41]([CH2:42][N:43]7[CH2:48][CH2:47][N:46]([C:49](=[O:51])[CH3:50])[CH2:45][CH2:44]7)=[CH:40][CH:39]=6)=[CH:7][N:6]=5)[CH2:9]4)[N:16]=[N:17][C:18]3=[N:23][CH:22]=2)[CH:25]=[N:26]1, predict the reactants needed to synthesize it. The reactants are: Br[C:2]1[CH:3]=[N:4][C:5]([N:8]2[CH2:13][CH2:12][CH2:11][C@H:10]([CH2:14][N:15]3[C:19]4=[N:20][C:21]([C:24]5[CH:25]=[N:26][N:27]([CH3:29])[CH:28]=5)=[CH:22][N:23]=[C:18]4[N:17]=[N:16]3)[CH2:9]2)=[N:6][CH:7]=1.CC1(C)C(C)(C)OB([C:38]2[CH:53]=[CH:52][C:41]([CH2:42][N:43]3[CH2:48][CH2:47][N:46]([C:49](=[O:51])[CH3:50])[CH2:45][CH2:44]3)=[CH:40][CH:39]=2)O1.C([O-])([O-])=O.[K+].[K+]. (3) Given the product [I:1][C:2]1[CH:3]=[C:4]2[C:8](=[CH:9][CH:10]=1)[NH:7][C:6](=[O:11])[C:5]2=[N:14][NH:13][C:15]([C:17]1[CH:18]=[CH:19][C:20]([NH:23][C:24]([C:26]2[CH:31]=[CH:30][C:29]([C:32]3[CH:37]=[CH:36][CH:35]=[CH:34][CH:33]=3)=[CH:28][CH:27]=2)=[O:25])=[CH:21][CH:22]=1)=[O:16], predict the reactants needed to synthesize it. The reactants are: [I:1][C:2]1[CH:3]=[C:4]2[C:8](=[CH:9][CH:10]=1)[NH:7][C:6](=[O:11])[C:5]2=O.[NH:13]([C:15]([C:17]1[CH:22]=[CH:21][C:20]([NH:23][C:24]([C:26]2[CH:31]=[CH:30][C:29]([C:32]3[CH:37]=[CH:36][CH:35]=[CH:34][CH:33]=3)=[CH:28][CH:27]=2)=[O:25])=[CH:19][CH:18]=1)=[O:16])[NH2:14]. (4) Given the product [C:50]([CH2:52][C:53]([N:8]1[CH2:11][CH:10]([O:12][C:13]2[CH:14]=[C:15]([CH3:42])[C:16]([C:20]3[CH:25]=[CH:24][CH:23]=[C:22]([CH2:26][O:27][C:28]4[CH:41]=[CH:40][C:31]5[C@H:32]([CH2:35][C:36]([O:38][CH3:39])=[O:37])[CH2:33][O:34][C:30]=5[CH:29]=4)[CH:21]=3)=[C:17]([CH3:19])[CH:18]=2)[CH2:9]1)=[O:54])#[N:51], predict the reactants needed to synthesize it. The reactants are: FC(F)(F)C(O)=O.[NH:8]1[CH2:11][CH:10]([O:12][C:13]2[CH:18]=[C:17]([CH3:19])[C:16]([C:20]3[CH:25]=[CH:24][CH:23]=[C:22]([CH2:26][O:27][C:28]4[CH:41]=[CH:40][C:31]5[C@H:32]([CH2:35][C:36]([O:38][CH3:39])=[O:37])[CH2:33][O:34][C:30]=5[CH:29]=4)[CH:21]=3)=[C:15]([CH3:42])[CH:14]=2)[CH2:9]1.C(N(CC)CC)C.[C:50]([CH2:52][C:53](Cl)=[O:54])#[N:51].O. (5) Given the product [CH3:13][C:14]1[CH:15]=[CH:16][C:17]([C:20]([C:7]2[CH:12]=[CH:11][CH:10]=[CH:9][N:8]=2)([OH:28])[CH2:21][CH2:22][N:23]2[CH2:27][CH2:26][CH2:25][CH2:24]2)=[CH:18][CH:19]=1, predict the reactants needed to synthesize it. The reactants are: C([Li])CCC.Br[C:7]1[CH:12]=[CH:11][CH:10]=[CH:9][N:8]=1.[CH3:13][C:14]1[CH:19]=[CH:18][C:17]([C:20](=[O:28])[CH2:21][CH2:22][N:23]2[CH2:27][CH2:26][CH2:25][CH2:24]2)=[CH:16][CH:15]=1. (6) Given the product [CH:27]([NH:28][C:20]([C:17]1[N:18]=[N:19][C:14]([O:13][CH2:12][C:11]2[C:7]([C:2]3[CH:3]=[CH:4][CH:5]=[CH:6][N:1]=3)=[N:8][O:9][CH:10]=2)=[CH:15][CH:16]=1)=[O:22])([CH3:30])[CH3:26], predict the reactants needed to synthesize it. The reactants are: [N:1]1[CH:6]=[CH:5][CH:4]=[CH:3][C:2]=1[C:7]1[C:11]([CH2:12][O:13][C:14]2[N:19]=[N:18][C:17]([C:20]([OH:22])=O)=[CH:16][CH:15]=2)=[CH:10][O:9][N:8]=1.FC1C=[CH:26][C:27]([C:30]2C(COC3N=[N:28][C:27]([C:30](O)=O)=[CH:26]C=3)=C(C)ON=2)=[N:28]C=1.C(N)(C)C. (7) Given the product [S:28]1[C:24]2[CH:23]=[CH:22][C:21]([CH:8]([C:9]3[C:17]4[C:12](=[C:13]([CH2:18][S:19][CH3:20])[CH:14]=[CH:15][CH:16]=4)[NH:11][CH:10]=3)[CH2:7][CH2:6][C:40]#[N:41])=[CH:29][C:25]=2[CH:26]=[CH:27]1, predict the reactants needed to synthesize it. The reactants are: CS(O[CH2:6][CH2:7][CH:8]([C:21]1[CH:22]=[CH:23][C:24]2[S:28][CH:27]=[CH:26][C:25]=2[CH:29]=1)[C:9]1[C:17]2[C:12](=[C:13]([CH2:18][S:19][CH3:20])[CH:14]=[CH:15][CH:16]=2)[NH:11][CH:10]=1)(=O)=O.ClC1C=CC(C(C2C3C(=C(CSC)C(F)=CC=3)NC=2)CC[C:40]#[N:41])=CC=1. (8) Given the product [N:20]1[CH:25]=[CH:24][C:23]([CH2:26][CH2:27][NH:28][C:17]([C:15]2[CH:16]=[C:11]([C:5]3[CH:4]=[C:3]([CH2:1][CH3:2])[C:8](=[O:9])[NH:7][C:6]=3[CH3:10])[CH:12]=[N:13][CH:14]=2)=[O:19])=[CH:22][CH:21]=1, predict the reactants needed to synthesize it. The reactants are: [CH2:1]([C:3]1[C:8](=[O:9])[NH:7][C:6]([CH3:10])=[C:5]([C:11]2[CH:12]=[N:13][CH:14]=[C:15]([C:17]([OH:19])=O)[CH:16]=2)[CH:4]=1)[CH3:2].[N:20]1[CH:25]=[CH:24][C:23]([CH2:26][CH2:27][NH2:28])=[CH:22][CH:21]=1.